This data is from Forward reaction prediction with 1.9M reactions from USPTO patents (1976-2016). The task is: Predict the product of the given reaction. (1) Given the reactants [CH:1]1[C:13]2[CH:12]([CH2:14][O:15][C:16]([NH:18][C@H:19]([C:23]([N:25]([CH3:38])[C@@H:26]([C@@H:34]([CH3:37])[CH2:35][CH3:36])[C@H:27]([O:32][CH3:33])[CH2:28][C:29]([OH:31])=[O:30])=[O:24])[CH:20]([CH3:22])[CH3:21])=[O:17])[C:11]3[C:6](=[CH:7][CH:8]=[CH:9][CH:10]=3)[C:5]=2[CH:4]=[CH:3][CH:2]=1.N1C=CC=CC=1.FC(F)(F)C(O[C:50]1[C:55]([F:56])=[C:54]([F:57])[C:53]([F:58])=[C:52]([F:59])[C:51]=1[F:60])=O, predict the reaction product. The product is: [CH:1]1[C:13]2[CH:12]([CH2:14][O:15][C:16]([NH:18][C@H:19]([C:23]([N:25]([CH3:38])[C@@H:26]([C@@H:34]([CH3:37])[CH2:35][CH3:36])[C@H:27]([O:32][CH3:33])[CH2:28][C:29]([O:31][C:50]3[C:51]([F:60])=[C:52]([F:59])[C:53]([F:58])=[C:54]([F:57])[C:55]=3[F:56])=[O:30])=[O:24])[CH:20]([CH3:22])[CH3:21])=[O:17])[C:11]3[C:6](=[CH:7][CH:8]=[CH:9][CH:10]=3)[C:5]=2[CH:4]=[CH:3][CH:2]=1. (2) Given the reactants [C:1]([C:8]1[CH:17]=[CH:16][C:15]2[C:10](=[CH:11][CH:12]=[CH:13][CH:14]=2)[C:9]=1[O:18][CH2:19][C:20](O)=[O:21])([O:3][C:4]([CH3:7])([CH3:6])[CH3:5])=[O:2].Cl.[CH3:24][O:25][C:26](=[O:32])[C@H:27]([CH:29]([CH3:31])[CH3:30])[NH2:28].N1(OC(N(C)C)=[N+](C)C)C2N=CC=CC=2N=N1.C(N(C(C)C)CC)(C)C, predict the reaction product. The product is: [CH3:24][O:25][C:26](=[O:32])[C@H:27]([CH:29]([CH3:31])[CH3:30])[NH:28][C:20](=[O:21])[CH2:19][O:18][C:9]1[C:10]2[C:15](=[CH:14][CH:13]=[CH:12][CH:11]=2)[CH:16]=[CH:17][C:8]=1[C:1]([O:3][C:4]([CH3:5])([CH3:7])[CH3:6])=[O:2]. (3) Given the reactants [F:1][C:2]([F:26])([F:25])[C:3]1[CH:8]=[CH:7][C:6]([C:9]2[O:13][C:12]([C:14]3[CH:24]=[CH:23][CH:22]=[CH:21][C:15]=3[C:16]([O:18]CC)=[O:17])=[CH:11][CH:10]=2)=[CH:5][CH:4]=1.[OH-].[Na+].O1CCCC1.Cl, predict the reaction product. The product is: [F:25][C:2]([F:1])([F:26])[C:3]1[CH:4]=[CH:5][C:6]([C:9]2[O:13][C:12]([C:14]3[CH:24]=[CH:23][CH:22]=[CH:21][C:15]=3[C:16]([OH:18])=[O:17])=[CH:11][CH:10]=2)=[CH:7][CH:8]=1. (4) Given the reactants [CH2:1]([O:3][C:4]([C:6]1[C:11](Cl)=[CH:10][C:9](=[O:13])[N:8]([CH2:14][CH2:15][CH3:16])[C:7]=1[CH3:17])=[O:5])[CH3:2].[CH3:18][NH2:19], predict the reaction product. The product is: [CH2:1]([O:3][C:4]([C:6]1[C:11]([NH:19][CH3:18])=[CH:10][C:9](=[O:13])[N:8]([CH2:14][CH2:15][CH3:16])[C:7]=1[CH3:17])=[O:5])[CH3:2].